Predict which catalyst facilitates the given reaction. From a dataset of Catalyst prediction with 721,799 reactions and 888 catalyst types from USPTO. (1) Reactant: [NH2:1][C:2]1[CH:11]=[CH:10][C:5]([C:6]([O:8][CH3:9])=[O:7])=[CH:4][C:3]=1[I:12].C(N(CC)CC)C.[F:20][C:21]([F:32])([F:31])[C:22](O[C:22](=[O:23])[C:21]([F:32])([F:31])[F:20])=[O:23]. Product: [I:12][C:3]1[CH:4]=[C:5]([CH:10]=[CH:11][C:2]=1[NH:1][C:22](=[O:23])[C:21]([F:32])([F:31])[F:20])[C:6]([O:8][CH3:9])=[O:7]. The catalyst class is: 4. (2) Reactant: Br[C:2]1[CH:3]=[CH:4][C:5]2[O:10][CH2:9][C@@H:8]([CH2:11][OH:12])[O:7][C:6]=2[CH:13]=1.[CH3:14][S:15]([O-:17])=[O:16].[Na+].N1CCC[C@H]1C(O)=O.C([O-])([O-])=O.[K+].[K+]. Product: [CH3:14][S:15]([C:2]1[CH:3]=[CH:4][C:5]2[O:10][CH2:9][C@@H:8]([CH2:11][OH:12])[O:7][C:6]=2[CH:13]=1)(=[O:17])=[O:16]. The catalyst class is: 156. (3) Reactant: Cl[CH2:2][CH2:3][CH2:4][O:5][C:6]1[CH:11]=[CH:10][C:9]([I:12])=[CH:8][CH:7]=1.C(=O)([O-])[O-].[K+].[K+].[I-].[Na+].[CH3:21][CH:22]1[CH2:26][CH2:25][CH2:24][NH:23]1. Product: [I:12][C:9]1[CH:10]=[CH:11][C:6]([O:5][CH2:4][CH2:3][CH2:2][N:23]2[CH2:24][CH2:25][CH2:26][CH:22]2[CH3:21])=[CH:7][CH:8]=1. The catalyst class is: 115. (4) Reactant: [Br:1][C:2]1[CH:3]=[C:4]([OH:9])[CH:5]=[CH:6][C:7]=1[CH3:8].[CH3:10][N:11]1[CH2:16][CH2:15][N:14]([CH2:17][CH2:18]O)[CH2:13][CH2:12]1.C1C=CC(P(C2C=CC=CC=2)C2C=CC=CC=2)=CC=1.N(C(OCC)=O)=NC(OCC)=O. Product: [Br:1][C:2]1[CH:3]=[C:4]([CH:5]=[CH:6][C:7]=1[CH3:8])[O:9][CH2:18][CH2:17][N:14]1[CH2:15][CH2:16][N:11]([CH3:10])[CH2:12][CH2:13]1. The catalyst class is: 1. (5) Reactant: [Cr](Cl)([O-])(=O)=O.[NH+]1C=CC=CC=1.[C:12]12([CH2:22][OH:23])[CH2:21][CH:16]3[CH2:17][CH:18]([CH2:20][CH:14]([CH2:15]3)[CH2:13]1)[CH2:19]2. Product: [C:12]12([CH:22]=[O:23])[CH2:19][CH:18]3[CH2:17][CH:16]([CH2:15][CH:14]([CH2:20]3)[CH2:13]1)[CH2:21]2. The catalyst class is: 158. (6) Reactant: [C:1]([C:5]1[N:10]=[C:9]([N:11]2[CH2:16][CH2:15][N:14]([CH2:17][CH2:18][CH2:19][CH2:20][NH2:21])[CH2:13][CH2:12]2)[CH:8]=[C:7]([C:22]([F:25])([F:24])[F:23])[N:6]=1)([CH3:4])([CH3:3])[CH3:2].C1N=CN([C:31](N2C=NC=C2)=[O:32])C=1.[C:38]1([C:50]2[CH:55]=[CH:54][CH:53]=[CH:52][CH:51]=2)[CH:43]=[CH:42][C:41]([N:44]2[CH2:49][CH2:48][NH:47][CH2:46][CH2:45]2)=[CH:40][CH:39]=1. Product: [C:38]1([C:50]2[CH:55]=[CH:54][CH:53]=[CH:52][CH:51]=2)[CH:43]=[CH:42][C:41]([N:44]2[CH2:45][CH2:46][N:47]([C:31]([NH:21][CH2:20][CH2:19][CH2:18][CH2:17][N:14]3[CH2:15][CH2:16][N:11]([C:9]4[CH:8]=[C:7]([C:22]([F:24])([F:25])[F:23])[N:6]=[C:5]([C:1]([CH3:4])([CH3:2])[CH3:3])[N:10]=4)[CH2:12][CH2:13]3)=[O:32])[CH2:48][CH2:49]2)=[CH:40][CH:39]=1. The catalyst class is: 147.